This data is from Catalyst prediction with 721,799 reactions and 888 catalyst types from USPTO. The task is: Predict which catalyst facilitates the given reaction. (1) Reactant: C(OC([N:8]1[CH2:13][CH2:12][N:11]([CH2:14][C@H:15]([OH:28])[C:16]2[C:25]3[C:20](=[CH:21][CH:22]=[C:23]([O:26][CH3:27])[CH:24]=3)[N:19]=[CH:18][CH:17]=2)[CH2:10][CH2:9]1)=O)(C)(C)C.FC(F)(F)C(O)=O. Product: [CH3:27][O:26][C:23]1[CH:24]=[C:25]2[C:20](=[CH:21][CH:22]=1)[N:19]=[CH:18][CH:17]=[C:16]2[C@@H:15]([OH:28])[CH2:14][N:11]1[CH2:12][CH2:13][NH:8][CH2:9][CH2:10]1. The catalyst class is: 4. (2) Reactant: [Cl:1][C:2]1[CH:10]=[C:9]2[C:5]([CH:6]=[CH:7][N:8]2[CH2:11][C:12]([OH:14])=O)=[CH:4][CH:3]=1.CN(C(ON1N=NC2C=CC=NC1=2)=[N+](C)C)C.F[P-](F)(F)(F)(F)F.[OH:39][C:40]1([C:46]2[CH:51]=[CH:50][C:49]([S:52]([NH:55][C:56]3[S:57][CH:58]=[CH:59][N:60]=3)(=[O:54])=[O:53])=[CH:48][CH:47]=2)[CH2:45][CH2:44][NH:43][CH2:42][CH2:41]1.C([O-])(O)=O.[Na+]. Product: [Cl:1][C:2]1[CH:10]=[C:9]2[C:5]([CH:6]=[CH:7][N:8]2[CH2:11][C:12]([N:43]2[CH2:42][CH2:41][C:40]([C:46]3[CH:51]=[CH:50][C:49]([S:52]([NH:55][C:56]4[S:57][CH:58]=[CH:59][N:60]=4)(=[O:53])=[O:54])=[CH:48][CH:47]=3)([OH:39])[CH2:45][CH2:44]2)=[O:14])=[CH:4][CH:3]=1. The catalyst class is: 3. (3) Reactant: C(O)(C(F)(F)F)=O.[CH3:8][C:9]1[CH:14]=[C:13]([CH3:15])[CH:12]=[CH:11][C:10]=1[CH:16](O)[C:17]1[CH:18]=[C:19]([NH:23][S:24]([CH3:27])(=[O:26])=[O:25])[CH:20]=[CH:21][CH:22]=1.[N-:29]=[N+:30]=[N-:31].[Na+].C([O-])(O)=O.[Na+]. Product: [N:29]([CH:16]([C:10]1[CH:11]=[CH:12][C:13]([CH3:15])=[CH:14][C:9]=1[CH3:8])[C:17]1[CH:18]=[C:19]([NH:23][S:24]([CH3:27])(=[O:26])=[O:25])[CH:20]=[CH:21][CH:22]=1)=[N+:30]=[N-:31]. The catalyst class is: 2. (4) Reactant: [OH:1][N:2]=[C:3]([Cl:7])[CH:4]([CH3:6])[CH3:5].[CH3:8][S:9](Cl)(=[O:11])=[O:10].C(N(C(C)C)C(C)C)C. Product: [CH3:8][S:9]([O:1][N:2]=[C:3]([Cl:7])[CH:4]([CH3:6])[CH3:5])(=[O:11])=[O:10]. The catalyst class is: 2. (5) Reactant: COC(OC)CC[O:6][C:7]1[N:8]=[C:9]([N:19]2[CH2:24][CH2:23][N:22]3[C:25]([C:28]([F:31])([F:30])[F:29])=[N:26][N:27]=[C:21]3[CH2:20]2)[C:10]2[CH:15]=[C:14]([CH2:16][CH2:17][CH3:18])[S:13][C:11]=2[N:12]=1.O.C1(C)C=CC(S(O)(=O)=O)=CC=1. Product: [CH2:16]([C:14]1[S:13][C:11]2[N:12]=[C:7]([OH:6])[N:8]=[C:9]([N:19]3[CH2:24][CH2:23][N:22]4[C:25]([C:28]([F:30])([F:31])[F:29])=[N:26][N:27]=[C:21]4[CH2:20]3)[C:10]=2[CH:15]=1)[CH2:17][CH3:18]. The catalyst class is: 96.